This data is from Reaction yield outcomes from USPTO patents with 853,638 reactions. The task is: Predict the reaction yield, written as a fraction of the theoretical maximum amount of product (1.0 means a 100% yield; for example, 0.34 means a 34% yield). (1) The reactants are [F:1][C:2]1[CH:30]=[CH:29][CH:28]=[CH:27][C:3]=1[O:4][C:5]1[CH:10]=[CH:9][C:8]([C:11]2[C:19]3[C:14](=[N:15][CH:16]=[N:17][C:18]=3[NH2:20])[N:13]([CH2:21][C@H:22]3[CH2:26][CH2:25][CH2:24][NH:23]3)[N:12]=2)=[CH:7][CH:6]=1.N1(C(N2C=CN=C2)=O)C=CN=C1.[C:43]([CH2:45][C:46](O)=[O:47])#[N:44]. The catalyst is ClCCl. The product is [NH2:20][C:18]1[N:17]=[CH:16][N:15]=[C:14]2[N:13]([CH2:21][C@H:22]3[CH2:26][CH2:25][CH2:24][N:23]3[C:46](=[O:47])[CH2:45][C:43]#[N:44])[N:12]=[C:11]([C:8]3[CH:7]=[CH:6][C:5]([O:4][C:3]4[CH:27]=[CH:28][CH:29]=[CH:30][C:2]=4[F:1])=[CH:10][CH:9]=3)[C:19]=12. The yield is 0.430. (2) The reactants are C(O/[CH:4]=[C:5](\[C:11](=O)[C:12]1[CH:17]=[CH:16][CH:15]=[C:14]([O:18][CH3:19])[N:13]=1)/[C:6]([O:8][CH2:9][CH3:10])=[O:7])C.O.[NH2:22][NH2:23]. The yield is 0.490. The product is [CH3:19][O:18][C:14]1[N:13]=[C:12]([C:11]2[C:5]([C:6]([O:8][CH2:9][CH3:10])=[O:7])=[CH:4][NH:23][N:22]=2)[CH:17]=[CH:16][CH:15]=1. The catalyst is C(O)C. (3) The reactants are [CH2:1]([O:5][C:6]1[CH:14]=[CH:13][C:9]([C:10](Cl)=O)=[CH:8][C:7]=1[N+:15]([O-:17])=[O:16])[CH:2]([CH3:4])[CH3:3].S(O)(O)(=O)=O.[NH2:23][C:24]1[C:29]([NH2:30])=[C:28]([NH2:31])[N:27]=[CH:26][N:25]=1.O. The catalyst is O1CCOCC1.[OH-].[Na+]. The product is [NH2:31][C:28]1[N:27]=[CH:26][N:25]=[C:24]2[C:29]=1[NH:30][C:10]([C:9]1[CH:13]=[CH:14][C:6]([O:5][CH2:1][CH:2]([CH3:4])[CH3:3])=[C:7]([N+:15]([O-:17])=[O:16])[CH:8]=1)=[N:23]2. The yield is 0.200. (4) The reactants are [N:1]1([C:5]([C:7]2[C:8]([CH2:19][CH2:20][C:21]([C:23]3[CH:28]=[CH:27][CH:26]=[CH:25][CH:24]=3)=[O:22])=[C:9]([OH:18])[C:10]3[N:14]=[C:13]([CH3:15])[N:12]([CH3:16])[C:11]=3[CH:17]=2)=[O:6])[CH2:4][CH2:3][CH2:2]1.O.CC([O-])(C)C.[K+]. The catalyst is C(O)(C)C. The product is [N:1]1([C:5]([C:7]2[C:8]([CH2:19][CH2:20][C@@H:21]([OH:22])[C:23]3[CH:24]=[CH:25][CH:26]=[CH:27][CH:28]=3)=[C:9]([OH:18])[C:10]3[N:14]=[C:13]([CH3:15])[N:12]([CH3:16])[C:11]=3[CH:17]=2)=[O:6])[CH2:4][CH2:3][CH2:2]1. The yield is 0.320. (5) The reactants are C(OC([N:8]1[CH2:13][CH2:12][C@H:11]([C:14]2[CH:35]=[CH:34][C:17]3[C:18]4[N:22]([CH2:23][CH2:24][O:25][C:16]=3[CH:15]=2)[CH:21]=[C:20]([C:26]2[N:27]([CH:31]([CH3:33])[CH3:32])[N:28]=[CH:29][N:30]=2)[N:19]=4)[C@H:10]([OH:36])[CH2:9]1)=O)(C)(C)C.[ClH:37]. The catalyst is C(Cl)Cl.CO.O1CCOCC1. The product is [ClH:37].[CH:31]([N:27]1[C:26]([C:20]2[N:19]=[C:18]3[N:22]([CH2:23][CH2:24][O:25][C:16]4[CH:15]=[C:14]([C@H:11]5[CH2:12][CH2:13][NH:8][CH2:9][C@H:10]5[OH:36])[CH:35]=[CH:34][C:17]=43)[CH:21]=2)=[N:30][CH:29]=[N:28]1)([CH3:33])[CH3:32]. The yield is 1.08. (6) The reactants are [C:1]([O:5][C:6]([C:8]1([CH2:11][CH:12]=C)[CH2:10][CH2:9]1)=[O:7])([CH3:4])([CH3:3])[CH3:2].CSC.C(N(CC)CC)C.[Cl-].[NH4+].C[OH:27]. The catalyst is ClCCl. The product is [C:1]([O:5][C:6]([C:8]1([CH2:11][CH:12]=[O:27])[CH2:10][CH2:9]1)=[O:7])([CH3:4])([CH3:3])[CH3:2]. The yield is 0.560. (7) The reactants are [N:1]12[CH2:8][CH2:7][C:4]([C:9]([C:17]3[CH:22]=[CH:21][CH:20]=[CH:19][CH:18]=3)([C:11]3[CH:16]=[CH:15][CH:14]=[CH:13][CH:12]=3)[OH:10])([CH2:5][CH2:6]1)[CH2:3][CH2:2]2.[Br:23][CH2:24][CH2:25][O:26][CH:27]1[CH2:32][CH2:31][CH2:30][CH2:29][O:28]1. The catalyst is CC#N. The product is [Br-:23].[OH:10][C:9]([C:17]1[CH:22]=[CH:21][CH:20]=[CH:19][CH:18]=1)([C:11]1[CH:12]=[CH:13][CH:14]=[CH:15][CH:16]=1)[C:4]12[CH2:5][CH2:6][N+:1]([CH2:24][CH2:25][O:26][CH:27]3[CH2:32][CH2:31][CH2:30][CH2:29][O:28]3)([CH2:2][CH2:3]1)[CH2:8][CH2:7]2. The yield is 0.316.